From a dataset of Catalyst prediction with 721,799 reactions and 888 catalyst types from USPTO. Predict which catalyst facilitates the given reaction. (1) Reactant: Cl.CN(C)CCCN=C=NCC.[CH:13]1([C:18]2[C:26]3[C:21](=[CH:22][CH:23]=[CH:24][CH:25]=3)[N:20]([S:27]([C:30]3[CH:38]=[CH:37][C:33]([C:34](O)=[O:35])=[CH:32][CH:31]=3)(=[O:29])=[O:28])[CH:19]=2)[CH2:17][CH2:16][CH2:15][CH2:14]1.[CH2:39]([NH2:45])[C@@H:40]1[O:44][CH2:43][CH2:42][CH2:41]1. Product: [CH:13]1([C:18]2[C:26]3[C:21](=[CH:22][CH:23]=[CH:24][CH:25]=3)[N:20]([S:27]([C:30]3[CH:31]=[CH:32][C:33]([C:34]([NH:45][CH2:39][C@H:40]4[CH2:41][CH2:42][CH2:43][O:44]4)=[O:35])=[CH:37][CH:38]=3)(=[O:28])=[O:29])[CH:19]=2)[CH2:14][CH2:15][CH2:16][CH2:17]1. The catalyst class is: 143. (2) Reactant: [C:1]([Si:3]([CH3:6])([CH3:5])[CH3:4])#[CH:2].[Li]CCCC.[O:12]=[C:13]1[CH2:21][CH2:20][CH2:19][C@@H:18]2[C@H:14]1[CH2:15][CH2:16][N:17]2[C:22]([O:24][CH3:25])=[O:23]. Product: [OH:12][C@@:13]1([C:2]#[C:1][Si:3]([CH3:6])([CH3:5])[CH3:4])[CH2:21][CH2:20][CH2:19][C@@H:18]2[C@H:14]1[CH2:15][CH2:16][N:17]2[C:22]([O:24][CH3:25])=[O:23]. The catalyst class is: 1. (3) Reactant: [CH3:1][O:2][C:3](=[O:14])[C:4]1[CH:9]=[CH:8][C:7]([CH2:10][N:11]=[N+:12]=[N-:13])=[CH:6][CH:5]=1.O=C1O[C@H]([C@H](CO)O)C([O-])=C1O.[Na+].C(N(C(C)C)C(C)C)C.[C:37]([C:39]1[CH:44]=[CH:43][C:42]([N:45]([CH3:47])[CH3:46])=[CH:41][CH:40]=1)#[CH:38]. Product: [CH3:1][O:2][C:3](=[O:14])[C:4]1[CH:5]=[CH:6][C:7]([CH2:10][N:11]2[CH:38]=[C:37]([C:39]3[CH:44]=[CH:43][C:42]([N:45]([CH3:47])[CH3:46])=[CH:41][CH:40]=3)[N:13]=[N:12]2)=[CH:8][CH:9]=1. The catalyst class is: 870. (4) Reactant: [Cl:1][C:2]1[CH:30]=[CH:29][C:5]([CH2:6][C:7]2[N:8]=[C:9]([O:25][CH2:26][CH2:27][CH3:28])[C:10]3[N:15]=[C:14]([C:16]4[CH:21]=[C:20]([CH3:22])[C:19]([OH:23])=[C:18]([CH3:24])[CH:17]=4)[O:13][C:11]=3[N:12]=2)=[CH:4][CH:3]=1.Br[CH2:32][C:33]([O:35][C:36]([CH3:39])([CH3:38])[CH3:37])=[O:34].C(=O)([O-])[O-].[K+].[K+]. Product: [C:36]([O:35][C:33](=[O:34])[CH2:32][O:23][C:19]1[C:18]([CH3:24])=[CH:17][C:16]([C:14]2[O:13][C:11]3[N:12]=[C:7]([CH2:6][C:5]4[CH:29]=[CH:30][C:2]([Cl:1])=[CH:3][CH:4]=4)[N:8]=[C:9]([O:25][CH2:26][CH2:27][CH3:28])[C:10]=3[N:15]=2)=[CH:21][C:20]=1[CH3:22])([CH3:39])([CH3:38])[CH3:37]. The catalyst class is: 9. (5) Reactant: [C:1]([C:4]1[CH:9]=[CH:8][C:7]([C:10]([F:13])([F:12])[F:11])=[CH:6][C:5]=1[NH:14][S:15]([C:18]([F:21])([F:20])[F:19])(=[O:17])=[O:16])(=O)[CH3:2].Cl.[CH2:23]([O:26][NH2:27])[CH:24]=[CH2:25].CC([O-])=O.[Na+]. Product: [CH2:23]([O:26][N:27]=[C:1]([C:4]1[CH:9]=[CH:8][C:7]([C:10]([F:11])([F:13])[F:12])=[CH:6][C:5]=1[NH:14][S:15]([C:18]([F:21])([F:19])[F:20])(=[O:17])=[O:16])[CH3:2])[CH:24]=[CH2:25]. The catalyst class is: 14. (6) Reactant: OC1C=CC(C(C2C=CC(O)=CC=2)(C)C)=CC=1.BrCCCCCCBr.C([O-])([O-])=O.[K+].[K+].[N+]([C:35]1[CH:36]=[C:37]([C:43]#[N:44])[C:38](=[CH:41][CH:42]=1)[C:39]#[N:40])([O-])=O.Cl. Product: [C:43](#[N:44])[C:37]1[C:38](=[CH:41][CH:42]=[CH:35][CH:36]=1)[C:39]#[N:40]. The catalyst class is: 374. (7) Reactant: [NH2:1][C:2]1[CH:3]=[N:4][CH:5]=[CH:6][C:7]=1[C@@H:8]1[O:13][C@H:12]([CH2:14][C:15]#[N:16])[C@@H:11]([O:17][Si:18]([CH:25]([CH3:27])[CH3:26])([CH:22]([CH3:24])[CH3:23])[CH:19]([CH3:21])[CH3:20])[C@H:10]([O:28][Si:29]([CH:36]([CH3:38])[CH3:37])([CH:33]([CH3:35])[CH3:34])[CH:30]([CH3:32])[CH3:31])[CH2:9]1.[F:39][C:40]1[CH:45]=[CH:44][CH:43]=[C:42]([F:46])[C:41]=1[C:47]1[N:52]=[C:51]([C:53](O)=[O:54])[CH:50]=[CH:49][C:48]=1[F:56].CCN=C=NCCCN(C)C.C1C=NC2N(O)N=NC=2C=1. Product: [C:15]([CH2:14][C@H:12]1[O:13][C@@H:8]([C:7]2[CH:6]=[CH:5][N:4]=[CH:3][C:2]=2[NH:1][C:53](=[O:54])[C:51]2[CH:50]=[CH:49][C:48]([F:56])=[C:47]([C:41]3[C:40]([F:39])=[CH:45][CH:44]=[CH:43][C:42]=3[F:46])[N:52]=2)[CH2:9][C@@H:10]([O:28][Si:29]([CH:30]([CH3:32])[CH3:31])([CH:33]([CH3:35])[CH3:34])[CH:36]([CH3:38])[CH3:37])[C@@H:11]1[O:17][Si:18]([CH:25]([CH3:26])[CH3:27])([CH:22]([CH3:23])[CH3:24])[CH:19]([CH3:20])[CH3:21])#[N:16]. The catalyst class is: 18. (8) Reactant: Cl.[C:2]1([C:11]2[N:12]=[CH:13][NH:14][CH:15]=2)[C:10]2[C:5](=[CH:6][CH:7]=[CH:8][CH:9]=2)[CH2:4][CH:3]=1.[H][H]. Product: [CH:2]1([C:11]2[N:12]=[CH:13][NH:14][CH:15]=2)[C:10]2[C:5](=[CH:6][CH:7]=[CH:8][CH:9]=2)[CH2:4][CH2:3]1. The catalyst class is: 29. (9) Reactant: [C:1]([OH:13])(=O)[C:2]1[CH:11]=[CH:10][C:9]2[C:4](=[CH:5][CH:6]=[CH:7][CH:8]=2)[N:3]=1.CN(C(ON1N=NC2C=CC=NC1=2)=[N+](C)C)C.F[P-](F)(F)(F)(F)F.C(N(C(C)C)CC)(C)C.[C:47]1([C:53]2[N:58]=[C:57]([NH:59][CH2:60][CH2:61][NH:62][C:63](=[O:65])[CH3:64])[CH:56]=[C:55]([N:66]3[CH2:71][CH2:70][NH:69][CH2:68][CH2:67]3)[N:54]=2)[CH:52]=[CH:51][CH:50]=[CH:49][CH:48]=1. Product: [C:47]1([C:53]2[N:58]=[C:57]([NH:59][CH2:60][CH2:61][NH:62][C:63](=[O:65])[CH3:64])[CH:56]=[C:55]([N:66]3[CH2:71][CH2:70][N:69]([C:1]([C:2]4[CH:11]=[CH:10][C:9]5[C:4](=[CH:5][CH:6]=[CH:7][CH:8]=5)[N:3]=4)=[O:13])[CH2:68][CH2:67]3)[N:54]=2)[CH:48]=[CH:49][CH:50]=[CH:51][CH:52]=1. The catalyst class is: 37. (10) Reactant: [CH2:1]([O:8][C:9]1[CH:10]=[C:11]([CH:13]=[CH:14][CH:15]=1)[NH2:12])[C:2]1[CH:7]=[CH:6][CH:5]=[CH:4][CH:3]=1.[Br:16][C:17]1[N:22]=[C:21]([CH:23]=O)[CH:20]=[CH:19][CH:18]=1.C(O[BH-](OC(=O)C)OC(=O)C)(=O)C.[Na+].C(O)(=O)C.C(=O)(O)[O-].[Na+]. Product: [CH2:1]([O:8][C:9]1[CH:10]=[C:11]([NH:12][CH2:23][C:21]2[CH:20]=[CH:19][CH:18]=[C:17]([Br:16])[N:22]=2)[CH:13]=[CH:14][CH:15]=1)[C:2]1[CH:3]=[CH:4][CH:5]=[CH:6][CH:7]=1. The catalyst class is: 417.